Dataset: Forward reaction prediction with 1.9M reactions from USPTO patents (1976-2016). Task: Predict the product of the given reaction. (1) Given the reactants [C:1]([O:5][C:6](=[O:19])[NH:7][CH2:8][CH2:9][C:10]1[CH:15]=[CH:14][C:13]([CH:16]([OH:18])[CH3:17])=[CH:12][CH:11]=1)([CH3:4])([CH3:3])[CH3:2].C(N(CC)CC)C.[CH3:27][S:28](Cl)(=[O:30])=[O:29], predict the reaction product. The product is: [CH3:27][S:28]([O:18][CH:16]([C:13]1[CH:14]=[CH:15][C:10]([CH2:9][CH2:8][NH:7][C:6]([O:5][C:1]([CH3:2])([CH3:4])[CH3:3])=[O:19])=[CH:11][CH:12]=1)[CH3:17])(=[O:30])=[O:29]. (2) Given the reactants C[O:2][C:3]([C:5]1([N:13]([O:26][CH:27]2[CH2:32][CH2:31][CH2:30][CH2:29][CH2:28]2)[C:14](=[O:25])[CH2:15][C:16]2[C:21]([CH3:22])=[CH:20][C:19]([CH3:23])=[CH:18][C:17]=2[CH3:24])[CH2:10][CH2:9][N:8]([O:11][CH3:12])[CH2:7][CH2:6]1)=O.C[O-].[Na+].[Cl-].[NH4+], predict the reaction product. The product is: [CH:27]1([O:26][N:13]2[C:5]3([CH2:10][CH2:9][N:8]([O:11][CH3:12])[CH2:7][CH2:6]3)[C:3]([OH:2])=[C:15]([C:16]3[C:17]([CH3:24])=[CH:18][C:19]([CH3:23])=[CH:20][C:21]=3[CH3:22])[C:14]2=[O:25])[CH2:32][CH2:31][CH2:30][CH2:29][CH2:28]1.